This data is from Full USPTO retrosynthesis dataset with 1.9M reactions from patents (1976-2016). The task is: Predict the reactants needed to synthesize the given product. (1) Given the product [Br-:23].[OH:10][C:9]([C:17]1[CH:22]=[CH:21][CH:20]=[CH:19][CH:18]=1)([C:11]1[CH:12]=[CH:13][CH:14]=[CH:15][CH:16]=1)[C:4]12[CH2:5][CH2:6][N+:1]([CH3:24])([CH2:2][CH2:3]1)[CH2:8][CH2:7]2, predict the reactants needed to synthesize it. The reactants are: [N:1]12[CH2:8][CH2:7][C:4]([C:9]([C:17]3[CH:22]=[CH:21][CH:20]=[CH:19][CH:18]=3)([C:11]3[CH:16]=[CH:15][CH:14]=[CH:13][CH:12]=3)[OH:10])([CH2:5][CH2:6]1)[CH2:3][CH2:2]2.[Br:23][CH3:24]. (2) Given the product [NH2:24][CH2:23][CH:18]1[CH:19]([OH:22])[CH2:20][CH2:21][N:16]([CH2:15][C@H:14]2[N:9]3[C:10]4[C:11](=[C:2]([F:1])[CH:3]=[N:4][C:5]=4[CH:6]=[CH:7][C:8]3=[O:32])[O:12][CH2:13]2)[CH2:17]1, predict the reactants needed to synthesize it. The reactants are: [F:1][C:2]1[CH:3]=[N:4][C:5]2[CH:6]=[CH:7][C:8](=[O:32])[N:9]3[C@H:14]([CH2:15][N:16]4[CH2:21][CH2:20][CH:19]([OH:22])[CH:18]([CH2:23][NH:24]C(=O)OC(C)(C)C)[CH2:17]4)[CH2:13][O:12][C:11]=1[C:10]=23.FC(F)(F)C(O)=O. (3) Given the product [OH:35][NH:34][C:6](=[O:7])[C@@H:5]([OH:4])[C@@H:9]([CH2:10][CH2:11][CH2:12][CH3:13])[C:14]([N:16]1[CH2:20][CH2:19][CH2:18][C@H:17]1[C:21]([O:23][C:24]([CH3:27])([CH3:26])[CH3:25])=[O:22])=[O:15], predict the reactants needed to synthesize it. The reactants are: COC1(C2C=CC=CC=2)[O:7][C:6](=O)[CH:5]([CH:9]([C:14]([N:16]2[CH2:20][CH2:19][CH2:18][C@H:17]2[C:21]([O:23][C:24]([CH3:27])([CH3:26])[CH3:25])=[O:22])=[O:15])[CH2:10][CH2:11][CH2:12][CH3:13])[O:4]1.[NH2:34][OH:35].